This data is from Full USPTO retrosynthesis dataset with 1.9M reactions from patents (1976-2016). The task is: Predict the reactants needed to synthesize the given product. (1) Given the product [CH3:2][S:3]([N:6]1[CH2:11][CH2:10][CH:9]([NH:12][C:13]2[N:18]=[C:17]([NH:19][C:20]3[CH:25]=[CH:24][CH:23]=[C:22]([C:26]([F:29])([F:28])[F:27])[CH:21]=3)[N:16]=[C:15]([O:38][CH2:37][C:32]3[CH:33]=[CH:34][CH:35]=[CH:36][N:31]=3)[N:14]=2)[CH2:8][CH2:7]1)(=[O:5])=[O:4], predict the reactants needed to synthesize it. The reactants are: [Na].[CH3:2][S:3]([N:6]1[CH2:11][CH2:10][CH:9]([NH:12][C:13]2[N:18]=[C:17]([NH:19][C:20]3[CH:25]=[CH:24][CH:23]=[C:22]([C:26]([F:29])([F:28])[F:27])[CH:21]=3)[N:16]=[C:15](Cl)[N:14]=2)[CH2:8][CH2:7]1)(=[O:5])=[O:4].[N:31]1[CH:36]=[CH:35][CH:34]=[CH:33][C:32]=1[CH2:37][OH:38]. (2) Given the product [Br:16][CH2:12][C:11]([CH3:14])=[CH:10][C:7]1[CH:8]=[CH:9][C:4]([CH:1]([CH3:3])[CH3:2])=[CH:5][CH:6]=1, predict the reactants needed to synthesize it. The reactants are: [CH:1]([C:4]1[CH:9]=[CH:8][C:7]([CH:10]=[C:11]([CH3:14])[CH2:12]O)=[CH:6][CH:5]=1)([CH3:3])[CH3:2].P(Br)(Br)[Br:16].O. (3) Given the product [C:1]([O:5][C:6](=[O:7])[NH:8][C:9]1([C:12](=[O:14])[NH:20][C:19]2[CH:21]=[CH:22][C:16]([Br:15])=[CH:17][CH:18]=2)[CH2:10][CH2:11]1)([CH3:2])([CH3:3])[CH3:4], predict the reactants needed to synthesize it. The reactants are: [C:1]([O:5][C:6]([NH:8][C:9]1([C:12]([OH:14])=O)[CH2:11][CH2:10]1)=[O:7])([CH3:4])([CH3:3])[CH3:2].[Br:15][C:16]1[CH:22]=[CH:21][C:19]([NH2:20])=[CH:18][CH:17]=1.CCOC1N(C(OCC)=O)C2C(=CC=CC=2)C=C1.C(N(CC)CC)C. (4) Given the product [Cl:36][C:31]1[CH:30]=[C:29]([CH:25]2[CH2:24][CH:23]([S:15][C:11]3[CH:12]=[CH:13][CH:14]=[C:9]([C:8]([F:7])([F:16])[F:17])[CH:10]=3)[CH2:28][CH2:27][O:26]2)[CH:34]=[CH:33][C:32]=1[F:35], predict the reactants needed to synthesize it. The reactants are: C([O-])([O-])=O.[K+].[K+].[F:7][C:8]([F:17])([F:16])[C:9]1[CH:10]=[C:11]([SH:15])[CH:12]=[CH:13][CH:14]=1.CS(O[CH:23]1[CH2:28][CH2:27][O:26][CH:25]([C:29]2[CH:34]=[CH:33][C:32]([F:35])=[C:31]([Cl:36])[CH:30]=2)[CH2:24]1)(=O)=O. (5) Given the product [C:1]([O:5][C:6]([N:8]([C:35]1[CH:36]=[CH:37][C:38]([O:41][CH2:42][CH2:43][O:44][CH3:45])=[CH:39][CH:40]=1)[C:9]1[N:14]2[N:15]=[CH:16][CH:17]=[C:13]2[N:12]=[C:11]([NH:18][C@H:19]2[CH2:24][CH2:23][CH2:22][N:21]([C:25]([O:27][C:28]([CH3:29])([CH3:30])[CH3:31])=[O:26])[CH2:20]2)[C:10]=1[CH2:32][CH2:33][O:34][S:54]([CH3:53])(=[O:56])=[O:55])=[O:7])([CH3:4])([CH3:2])[CH3:3], predict the reactants needed to synthesize it. The reactants are: [C:1]([O:5][C:6]([N:8]([C:35]1[CH:40]=[CH:39][C:38]([O:41][CH2:42][CH2:43][O:44][CH3:45])=[CH:37][CH:36]=1)[C:9]1[N:14]2[N:15]=[CH:16][CH:17]=[C:13]2[N:12]=[C:11]([NH:18][C@H:19]2[CH2:24][CH2:23][CH2:22][N:21]([C:25]([O:27][C:28]([CH3:31])([CH3:30])[CH3:29])=[O:26])[CH2:20]2)[C:10]=1[CH2:32][CH2:33][OH:34])=[O:7])([CH3:4])([CH3:3])[CH3:2].C(N(CC)CC)C.[CH3:53][S:54](Cl)(=[O:56])=[O:55].[Cl-].[NH4+].